From a dataset of CYP2C9 inhibition data for predicting drug metabolism from PubChem BioAssay. Regression/Classification. Given a drug SMILES string, predict its absorption, distribution, metabolism, or excretion properties. Task type varies by dataset: regression for continuous measurements (e.g., permeability, clearance, half-life) or binary classification for categorical outcomes (e.g., BBB penetration, CYP inhibition). Dataset: cyp2c9_veith. (1) The compound is CCN1C(=O)[C@H]2CC[C@H]3/C(=N\NC(=O)OCc4ccccc4)C[C@@H](O)[C@@H](O)[C@@H]3[C@@H]2C1=O. The result is 0 (non-inhibitor). (2) The molecule is COc1ccc(/C(O)=C2\C(=O)C(=O)N(c3cc(C)on3)C2c2ccc(OC)c(OC)c2)cc1OC. The result is 0 (non-inhibitor).